Dataset: Full USPTO retrosynthesis dataset with 1.9M reactions from patents (1976-2016). Task: Predict the reactants needed to synthesize the given product. (1) The reactants are: CN(C)C=O.[N:6]1[C:10]2[CH:11]=[CH:12][CH:13]=[CH:14][C:9]=2[NH:8][C:7]=1[S:15][CH2:16][CH2:17][CH2:18][C:19]([O:21][CH2:22][CH3:23])=[O:20].Cl[CH2:25][C:26]1[C:35]2[C:30](=[CH:31][CH:32]=[CH:33][CH:34]=2)[CH:29]=[CH:28][CH:27]=1.C(=O)([O-])[O-].[K+].[K+]. Given the product [C:26]1([CH2:25][N:6]2[C:10]3[CH:11]=[CH:12][CH:13]=[CH:14][C:9]=3[N:8]=[C:7]2[S:15][CH2:16][CH2:17][CH2:18][C:19]([O:21][CH2:22][CH3:23])=[O:20])[C:35]2[C:30](=[CH:31][CH:32]=[CH:33][CH:34]=2)[CH:29]=[CH:28][CH:27]=1, predict the reactants needed to synthesize it. (2) Given the product [C:32]([C:28]1[C:27]([Cl:35])=[C:26]([O:25][C:24]2[CH:36]=[CH:37][C:21]([NH:20][C:11]([C:10]3[C:2](=[O:1])[N:3]([C:14]4[CH:15]=[CH:16][CH:17]=[CH:18][CH:19]=4)[N:4]4[CH2:9][CH2:8][CH2:7][CH2:6][C:5]=34)=[O:13])=[CH:22][C:23]=2[F:38])[CH:31]=[CH:30][N:29]=1)(=[O:33])[NH2:34], predict the reactants needed to synthesize it. The reactants are: [O:1]=[C:2]1[C:10]([C:11]([OH:13])=O)=[C:5]2[CH2:6][CH2:7][CH2:8][CH2:9][N:4]2[N:3]1[C:14]1[CH:19]=[CH:18][CH:17]=[CH:16][CH:15]=1.[NH2:20][C:21]1[CH:37]=[CH:36][C:24]([O:25][C:26]2[CH:31]=[CH:30][N:29]=[C:28]([C:32]([NH2:34])=[O:33])[C:27]=2[Cl:35])=[C:23]([F:38])[CH:22]=1.C1C=NC2N(O)N=NC=2C=1.CCN=C=NCCCN(C)C.